This data is from Full USPTO retrosynthesis dataset with 1.9M reactions from patents (1976-2016). The task is: Predict the reactants needed to synthesize the given product. (1) Given the product [CH3:1][O:2][C:3](=[O:22])[C:4]1[CH:9]=[C:8]([S:10][C:11]2[C:19]3[C:14](=[CH:15][C:16]([Cl:20])=[CH:17][CH:18]=3)[N:13]([C:24]3[CH:25]=[N:26][N:27]([CH3:29])[CH:28]=3)[C:12]=2[CH3:21])[CH:7]=[N:6][CH:5]=1, predict the reactants needed to synthesize it. The reactants are: [CH3:1][O:2][C:3](=[O:22])[C:4]1[CH:9]=[C:8]([S:10][C:11]2[C:19]3[C:14](=[CH:15][C:16]([Cl:20])=[CH:17][CH:18]=3)[NH:13][C:12]=2[CH3:21])[CH:7]=[N:6][CH:5]=1.Br[C:24]1[CH:25]=[N:26][N:27]([CH3:29])[CH:28]=1.C(=O)([O-])[O-].[K+].[K+]. (2) Given the product [OH:4][C@H:5]1[CH2:6][CH2:7][C@H:8]([N:11]2[C:16](=[O:17])[C:15]([CH:18]([C:20]3[CH:25]=[CH:24][C:23]([C:26]4[C:27]([C:32]#[N:33])=[CH:28][CH:29]=[CH:30][CH:31]=4)=[CH:22][CH:21]=3)[CH3:19])=[C:14]([CH2:34][CH2:35][CH3:36])[N:13]3[N:37]=[CH:38][CH:39]=[C:12]23)[CH2:9][CH2:10]1, predict the reactants needed to synthesize it. The reactants are: O1[C:5]2([CH2:10][CH2:9][CH:8]([N:11]3[C:16](=[O:17])[C:15]([CH:18]([C:20]4[CH:25]=[CH:24][C:23]([C:26]5[C:27]([C:32]#[N:33])=[CH:28][CH:29]=[CH:30][CH:31]=5)=[CH:22][CH:21]=4)[CH3:19])=[C:14]([CH2:34][CH2:35][CH3:36])[N:13]4[N:37]=[CH:38][CH:39]=[C:12]34)[CH2:7][CH2:6]2)[O:4]CC1.Cl.[OH-].[Na+]. (3) Given the product [CH2:1]([O:75][CH:32]1[C@@H:33]([O:67][CH2:68][C:69]2[CH:70]=[CH:71][CH:72]=[CH:73][CH:74]=2)[C@H:34]([O:59][CH2:60][C:61]2[CH:66]=[CH:65][CH:64]=[CH:63][CH:62]=2)[C:35]([CH2:47][O:48][CH2:49][C:50]2[CH:51]=[CH:52][C:53]([O:56][CH3:57])=[CH:54][CH:55]=2)([CH2:36][O:37][CH2:38][C:39]2[CH:40]=[CH:41][C:42]([O:45][CH3:46])=[CH:43][CH:44]=2)[O:58][C:31]1([C:9]1[CH:10]=[CH:11][C:12]([F:27])=[C:13]([CH2:14][C:15]2[CH:25]=[CH:24][C:18]([O:19][CH:20]3[CH2:23][O:22][CH2:21]3)=[CH:17][CH:16]=2)[CH:26]=1)[OH:83])[C:2]1[CH:89]=[CH:88][CH:87]=[CH:4][CH:3]=1, predict the reactants needed to synthesize it. The reactants are: [CH2:1]([Li])[CH2:2][CH2:3][CH3:4].O=O.Br[C:9]1[CH:10]=[CH:11][C:12]([F:27])=[C:13]([CH:26]=1)[CH2:14][C:15]1[CH:25]=[CH:24][C:18]([O:19][CH:20]2[CH2:23][O:22][CH2:21]2)=[CH:17][CH:16]=1.CON(C)[C:31](=[O:83])[C@H:32]([O:75]CC1C=CC=CC=1)[C@@H:33]([O:67][CH2:68][C:69]1[CH:74]=[CH:73][CH:72]=[CH:71][CH:70]=1)[C@H:34]([O:59][CH2:60][C:61]1[CH:66]=[CH:65][CH:64]=[CH:63][CH:62]=1)[C:35]([OH:58])([CH2:47][O:48][CH2:49][C:50]1[CH:55]=[CH:54][C:53]([O:56][CH3:57])=[CH:52][CH:51]=1)[CH2:36][O:37][CH2:38][C:39]1[CH:44]=[CH:43][C:42]([O:45][CH3:46])=[CH:41][CH:40]=1.[Al].O1C[CH2:89][CH2:88][CH2:87]1. (4) Given the product [Cl:16][C:4]1[CH:5]=[C:6]2[C:10](=[C:2]([C:21]3[CH:22]=[CH:23][C:18]([Cl:17])=[CH:19][CH:20]=3)[CH:3]=1)[N:9]([CH3:11])[C:8]([C:12]([NH2:14])=[O:13])=[C:7]2[CH3:15], predict the reactants needed to synthesize it. The reactants are: Br[C:2]1[CH:3]=[C:4]([Cl:16])[CH:5]=[C:6]2[C:10]=1[N:9]([CH3:11])[C:8]([C:12]([NH2:14])=[O:13])=[C:7]2[CH3:15].[Cl:17][C:18]1[CH:23]=[CH:22][C:21](B(O)O)=[CH:20][CH:19]=1. (5) Given the product [OH:18][CH2:19][CH2:20][CH2:21][N:22]1[CH2:23][CH2:24][NH:25][C:13]1=[C:10]([S:7]([C:1]1[CH:6]=[CH:5][CH:4]=[CH:3][CH:2]=1)(=[O:8])=[O:9])[C:11]#[N:12], predict the reactants needed to synthesize it. The reactants are: [C:1]1([S:7]([C:10](=[C:13](SC)SC)[C:11]#[N:12])(=[O:9])=[O:8])[CH:6]=[CH:5][CH:4]=[CH:3][CH:2]=1.[OH:18][CH2:19][CH2:20][CH2:21][NH:22][CH2:23][CH2:24][NH2:25].